Dataset: Full USPTO retrosynthesis dataset with 1.9M reactions from patents (1976-2016). Task: Predict the reactants needed to synthesize the given product. (1) Given the product [F:25][C:21]1[CH:20]=[C:19]([CH:24]=[CH:23][CH:22]=1)[CH2:18][N:4]1[CH:5]=[CH:6][CH:7]=[C:2]([CH3:27])[C:3]1=[O:26], predict the reactants needed to synthesize it. The reactants are: Br[C:2]1[C:3](=[O:26])[N:4]([CH2:18][C:19]2[CH:24]=[CH:23][CH:22]=[C:21]([F:25])[CH:20]=2)[CH:5]=[CH:6][C:7]=1OCC1C=CC(F)=CC=1F.[C:27]([O-])([O-])=O.[K+].[K+].C([O-])([O-])=O.[Cs+].[Cs+].CB1OB(C)OB(C)O1. (2) Given the product [O:22]1[CH2:26][CH:25]([CH2:27][NH:28][C:19]([C:16]2[CH:15]=[C:14]([CH2:13][CH2:12][CH2:11][C:2]3[CH:3]=[CH:4][C:5]4[C:10](=[CH:9][CH:8]=[CH:7][CH:6]=4)[CH:1]=3)[O:18][N:17]=2)=[O:21])[O:24][CH2:23]1, predict the reactants needed to synthesize it. The reactants are: [CH:1]1[C:10]2[C:5](=[CH:6][CH:7]=[CH:8][CH:9]=2)[CH:4]=[CH:3][C:2]=1[CH2:11][CH2:12][CH2:13][C:14]1[O:18][N:17]=[C:16]([C:19]([OH:21])=O)[CH:15]=1.[O:22]1[CH2:26][CH:25]([CH2:27][NH2:28])[O:24][CH2:23]1.C(N(CC)CC)C.ON1C2C=CC=CC=2N=N1.Cl.C(N=C=NCCCN(C)C)C. (3) Given the product [C:1]1([B:9]([OH:12])[OH:10])[CH:6]=[CH:5][CH:4]=[CH:3][CH:2]=1, predict the reactants needed to synthesize it. The reactants are: [C:1]1([Mg]Cl)[CH:6]=[CH:5][CH:4]=[CH:3][CH:2]=1.[B:9](OC)([O:12]C)[O:10]C. (4) Given the product [CH2:1]([C:3]1[CH:4]=[C:5]([C:6]2[C:7]([C:14]3[CH:19]=[CH:18][CH:17]=[CH:16][CH:15]=3)=[CH:8][NH:23][N:22]=2)[C:10]([OH:9])=[CH:11][C:12]=1[OH:13])[CH3:2], predict the reactants needed to synthesize it. The reactants are: [CH2:1]([C:3]1[CH:4]=[C:5]2[C:10](=[CH:11][C:12]=1[OH:13])[O:9][CH:8]=[C:7]([C:14]1[CH:19]=[CH:18][CH:17]=[CH:16][CH:15]=1)[C:6]2=O)[CH3:2].O.[NH2:22][NH2:23]. (5) Given the product [CH3:1][C:2]1[N:7]([CH2:8][C:9]([NH:40][CH2:39][CH:35]2[CH2:36][CH2:37][C:38]3[C:33](=[CH:32][NH:31][N:30]=3)[CH2:34]2)=[O:10])[C:6](=[O:12])[C:5]([NH:13][S:14]([CH2:17][C:18]2[CH:19]=[CH:20][C:21]([C:24]([F:26])([F:25])[F:27])=[CH:22][CH:23]=2)(=[O:15])=[O:16])=[CH:4][CH:3]=1, predict the reactants needed to synthesize it. The reactants are: [CH3:1][C:2]1[N:7]([CH2:8][C:9](O)=[O:10])[C:6](=[O:12])[C:5]([NH:13][S:14]([CH2:17][C:18]2[CH:23]=[CH:22][C:21]([C:24]([F:27])([F:26])[F:25])=[CH:20][CH:19]=2)(=[O:16])=[O:15])=[CH:4][CH:3]=1.Cl.Cl.[N:30]1[NH:31][CH:32]=[C:33]2[C:38]=1[CH2:37][CH2:36][CH:35]([CH2:39][NH2:40])[CH2:34]2.